Binary Classification. Given a T-cell receptor sequence (or CDR3 region) and an epitope sequence, predict whether binding occurs between them. From a dataset of TCR-epitope binding with 47,182 pairs between 192 epitopes and 23,139 TCRs. (1) The epitope is GPGHKARVL. The TCR CDR3 sequence is CASSSRSANEQFF. Result: 0 (the TCR does not bind to the epitope). (2) The epitope is WICLLQFAY. The TCR CDR3 sequence is CASSYPGLAGEQYF. Result: 0 (the TCR does not bind to the epitope). (3) The epitope is ELAGIGILTV. The TCR CDR3 sequence is CSARVAGVEQFF. Result: 0 (the TCR does not bind to the epitope). (4) The epitope is YLNTLTLAV. The TCR CDR3 sequence is CASSLRVYEQYF. Result: 1 (the TCR binds to the epitope). (5) The epitope is KPLEFGATSAAL. The TCR CDR3 sequence is CASSVPGLANEQFF. Result: 1 (the TCR binds to the epitope).